From a dataset of Forward reaction prediction with 1.9M reactions from USPTO patents (1976-2016). Predict the product of the given reaction. (1) Given the reactants C[Si]([N-][Si](C)(C)C)(C)C.[K+].O1CCCCC1[O:17][C@@H:18]1[CH2:42][CH2:41][C@@:40]2([CH3:43])[C@H:20]([CH2:21][CH2:22][C@@H:23]3[C@@H:39]2[CH2:38][CH2:37][C@@:36]2([CH3:44])[C@H:24]3[CH2:25][CH2:26][C@@H:27]2[C@H:28]([CH3:35])[CH2:29][CH2:30][C:31]([O:33]C)=[O:32])[CH2:19]1.[CH3:45]N(P(N(C)C)(N(C)C)=O)C.CI.CC1C=CC(S([O-])(=O)=O)=CC=1.C1C=C[NH+]=CC=1.Cl, predict the reaction product. The product is: [CH3:45][C@@H:30]([CH2:29][C@H:28]([C@@H:27]1[C@:36]2([CH3:44])[C@H:24]([C@H:23]3[C@H:39]([CH2:38][CH2:37]2)[C@:40]2([CH3:43])[C@@H:20]([CH2:19][C@H:18]([OH:17])[CH2:42][CH2:41]2)[CH2:21][CH2:22]3)[CH2:25][CH2:26]1)[CH3:35])[C:31]([OH:33])=[O:32]. (2) Given the reactants [C:1]1([C:7]2[N:11]([CH2:12][C:13]3[CH:26]=[CH:25][C:16]([C:17]([N:19]4[CH2:23][CH2:22][CH:21]([OH:24])[CH2:20]4)=[O:18])=[CH:15][CH:14]=3)[C:10]3[CH:27]=[CH:28][CH:29]=[CH:30][C:9]=3[N:8]=2)[CH:6]=[CH:5][CH:4]=[CH:3][CH:2]=1.C(N(CC)CC)C.[CH3:38][S:39](Cl)(=[O:41])=[O:40], predict the reaction product. The product is: [C:1]1([C:7]2[N:11]([CH2:12][C:13]3[CH:26]=[CH:25][C:16]([C:17]([N:19]4[CH2:23][CH2:22][CH:21]([O:24][S:39]([CH3:38])(=[O:41])=[O:40])[CH2:20]4)=[O:18])=[CH:15][CH:14]=3)[C:10]3[CH:27]=[CH:28][CH:29]=[CH:30][C:9]=3[N:8]=2)[CH:2]=[CH:3][CH:4]=[CH:5][CH:6]=1.